This data is from Reaction yield outcomes from USPTO patents with 853,638 reactions. The task is: Predict the reaction yield, written as a fraction of the theoretical maximum amount of product (1.0 means a 100% yield; for example, 0.34 means a 34% yield). (1) The reactants are C[O:2][C:3](=[O:51])[CH2:4][C@H:5]([OH:50])[CH2:6][C@H:7]([OH:49])[CH:8]=[CH:9][C:10]1[N:11]([CH:46]([CH3:48])[CH3:47])[C:12]([C:29](=[O:45])[NH:30][C:31]2[CH:36]=[CH:35][CH:34]=[C:33]([O:37][CH2:38][C:39]3[CH:44]=[CH:43][CH:42]=[CH:41][CH:40]=3)[CH:32]=2)=[C:13]([C:22]2[CH:27]=[CH:26][C:25]([F:28])=[CH:24][CH:23]=2)[C:14]=1[C:15]1[CH:20]=[CH:19][C:18]([F:21])=[CH:17][CH:16]=1.C(O)C.O.[OH-].[Na+:57]. The catalyst is CO.C(Cl)Cl. The product is [Na+:57].[CH2:38]([O:37][C:33]1[CH:32]=[C:31]([NH:30][C:29]([C:12]2[N:11]([CH:46]([CH3:48])[CH3:47])[C:10]([CH:9]=[CH:8][C@@H:7]([OH:49])[CH2:6][C@@H:5]([OH:50])[CH2:4][C:3]([O-:51])=[O:2])=[C:14]([C:15]3[CH:20]=[CH:19][C:18]([F:21])=[CH:17][CH:16]=3)[C:13]=2[C:22]2[CH:23]=[CH:24][C:25]([F:28])=[CH:26][CH:27]=2)=[O:45])[CH:36]=[CH:35][CH:34]=1)[C:39]1[CH:40]=[CH:41][CH:42]=[CH:43][CH:44]=1. The yield is 0.990. (2) The reactants are [F:1][C:2]1[C:7]([CH:8]([OH:18])[C:9]2[C:17]3[C:12](=[N:13][CH:14]=[CH:15][N:16]=3)[NH:11][CH:10]=2)=[CH:6][CH:5]=[CH:4][C:3]=1[NH:19][S:20]([C:23]1[CH:28]=[CH:27][C:26]([C:29]([F:32])([F:31])[F:30])=[CH:25][CH:24]=1)(=[O:22])=[O:21].CC(OI1(OC(C)=O)(OC(C)=O)OC(=O)C2C1=CC=CC=2)=O.C(=O)(O)[O-].[Na+].S([O-])([O-])(=O)=S.[Na+].[Na+]. The product is [F:1][C:2]1[C:7]([C:8]([C:9]2[C:17]3[C:12](=[N:13][CH:14]=[CH:15][N:16]=3)[NH:11][CH:10]=2)=[O:18])=[CH:6][CH:5]=[CH:4][C:3]=1[NH:19][S:20]([C:23]1[CH:28]=[CH:27][C:26]([C:29]([F:31])([F:32])[F:30])=[CH:25][CH:24]=1)(=[O:21])=[O:22]. The catalyst is O1CCCC1. The yield is 0.750. (3) The reactants are [Br:1][C:2]1[C:3]([O:41]S(C2C=CC=CC=2)(=O)=O)=[CH:4][CH:5]=[C:6]2[C:11]=1[N:10]=[C:9]([CH:12]([CH2:28][CH2:29][NH:30][C:31](=[O:40])[CH2:32][CH2:33][CH2:34][CH2:35][C:36]([O:38]C)=[O:37])[O:13][C:14](=[O:27])[NH:15][CH2:16][CH2:17][CH2:18][CH2:19][CH2:20][C:21](=[O:26])[NH:22][CH2:23][C:24]#[CH:25])[CH:8]=[CH:7]2.[OH-].[Na+]. The catalyst is CO. The product is [Br:1][C:2]1[C:3]([OH:41])=[CH:4][CH:5]=[C:6]2[C:11]=1[N:10]=[C:9]([CH:12]([CH2:28][CH2:29][NH:30][C:31](=[O:40])[CH2:32][CH2:33][CH2:34][CH2:35][C:36]([OH:38])=[O:37])[O:13][C:14](=[O:27])[NH:15][CH2:16][CH2:17][CH2:18][CH2:19][CH2:20][C:21](=[O:26])[NH:22][CH2:23][C:24]#[CH:25])[CH:8]=[CH:7]2. The yield is 0.920.